From a dataset of Forward reaction prediction with 1.9M reactions from USPTO patents (1976-2016). Predict the product of the given reaction. (1) Given the reactants [CH3:1][C:2]1[C:3]([C:19]([O:21][CH2:22][CH3:23])=[O:20])=[C:4]2[CH:9]=[CH:8][CH:7]=[N:6][N:5]2[C:10]=1[CH:11]([CH:13]1[CH2:18][CH2:17][NH:16][CH2:15][CH2:14]1)[CH3:12].Br[CH2:25][CH2:26][C:27]([F:30])([F:29])[F:28].C(=O)([O-])[O-].[K+].[K+], predict the reaction product. The product is: [CH3:1][C:2]1[C:3]([C:19]([O:21][CH2:22][CH3:23])=[O:20])=[C:4]2[CH:9]=[CH:8][CH:7]=[N:6][N:5]2[C:10]=1[CH:11]([CH:13]1[CH2:18][CH2:17][N:16]([CH2:25][CH2:26][C:27]([F:30])([F:29])[F:28])[CH2:15][CH2:14]1)[CH3:12]. (2) Given the reactants FC(F)(F)C(O)=O.[CH3:8][O:9][C:10]([C@@H:12]1[N:17]([C:18](=[O:26])[C:19]2[CH:24]=[CH:23][C:22]([Cl:25])=[CH:21][CH:20]=2)[CH2:16][CH2:15][N:14](C(OC(C)(C)C)=O)[CH2:13]1)=[O:11].[C:34]([O:38][C:39]([NH:41][C@@H:42]([CH:46]([CH3:48])[CH3:47])[C:43](O)=[O:44])=[O:40])([CH3:37])([CH3:36])[CH3:35].CCN(C(C)C)C(C)C.CN(C(ON1N=NC2C=CC=CC1=2)=[N+](C)C)C.F[P-](F)(F)(F)(F)F, predict the reaction product. The product is: [CH3:8][O:9][C:10]([C@H:12]1[CH2:13][N:14]([C:43](=[O:44])[C@@H:42]([NH:41][C:39]([O:38][C:34]([CH3:35])([CH3:37])[CH3:36])=[O:40])[CH:46]([CH3:48])[CH3:47])[CH2:15][CH2:16][N:17]1[C:18](=[O:26])[C:19]1[CH:24]=[CH:23][C:22]([Cl:25])=[CH:21][CH:20]=1)=[O:11]. (3) Given the reactants [NH:1]1[C:9]2[C:4](=[CH:5][CH:6]=[CH:7][CH:8]=2)[C:3]2([C:21]3[C:12](=[CH:13][C:14]4[O:19][CH2:18][CH2:17][O:16][C:15]=4[CH:20]=3)[O:11][CH2:10]2)[C:2]1=[O:22].CC1C2C=C3C4(C5C(=CC=CC=5)NC4=O)COC3=CC=2ON=1.Br[CH2:46][CH2:47][O:48][CH2:49][CH2:50][O:51][CH3:52].BrCC1OC(C(F)(F)F)=CC=1, predict the reaction product. The product is: [CH3:52][O:51][CH2:50][CH2:49][O:48][CH2:47][CH2:46][N:1]1[C:9]2[C:4](=[CH:5][CH:6]=[CH:7][CH:8]=2)[C:3]2([C:21]3[C:12](=[CH:13][C:14]4[O:19][CH2:18][CH2:17][O:16][C:15]=4[CH:20]=3)[O:11][CH2:10]2)[C:2]1=[O:22]. (4) Given the reactants [Cl:1][C:2]1[CH:3]=[C:4]2[C:9](=[CH:10][CH:11]=1)[N:8]=[CH:7][CH:6]=[C:5]2[CH2:12][N:13]1[C:21]([C:22]2[N:26]([CH3:27])[CH:25]=[N:24][CH:23]=2)=[C:20]2[C:15]([N:16]([CH2:31][CH:32]3[CH2:34][CH2:33]3)[C:17](=[O:30])[N:18]([CH3:29])[C:19]2=O)=[N:14]1.P12(SP3(SP(SP(S3)(S1)=S)(=S)S2)=S)=[S:36], predict the reaction product. The product is: [Cl:1][C:2]1[CH:3]=[C:4]2[C:9](=[CH:10][CH:11]=1)[N:8]=[CH:7][CH:6]=[C:5]2[CH2:12][N:13]1[C:21]([C:22]2[N:26]([CH3:27])[CH:25]=[N:24][CH:23]=2)=[C:20]2[C:15]([N:16]([CH2:31][CH:32]3[CH2:34][CH2:33]3)[C:17](=[O:30])[N:18]([CH3:29])[C:19]2=[S:36])=[N:14]1.